This data is from Forward reaction prediction with 1.9M reactions from USPTO patents (1976-2016). The task is: Predict the product of the given reaction. (1) Given the reactants BrC1C=CC(NC(=CC([O-])=O)C(OC)=O)=C(OC)C=1.[CH3:20][O:21][C:22](=[O:44])[C:23]([NH:28][C:29]1[CH:34]=[CH:33][C:32]([Br:35])=[CH:31][C:30]=1[O:36][CH2:37][C:38]1[CH:43]=[CH:42][CH:41]=[CH:40][CH:39]=1)=[CH:24][C:25]([O-:27])=O, predict the reaction product. The product is: [CH3:20][O:21][C:22]([C:23]1[CH:24]=[C:25]([OH:27])[C:34]2[C:29](=[C:30]([O:36][CH2:37][C:38]3[CH:43]=[CH:42][CH:41]=[CH:40][CH:39]=3)[CH:31]=[C:32]([Br:35])[CH:33]=2)[N:28]=1)=[O:44]. (2) Given the reactants [C:1]([C:5]1[CH:14]=[CH:13][C:8]([C:9]([O:11][CH3:12])=[O:10])=[C:7]([OH:15])[CH:6]=1)([CH3:4])([CH3:3])[CH3:2].[C:16]([N:23]1[CH2:28][CH2:27][CH:26](O)[CH2:25][CH2:24]1)([O:18][C:19]([CH3:22])([CH3:21])[CH3:20])=[O:17].C1(P(C2C=CC=CC=2)C2C=CC=CC=2)C=CC=CC=1.N(C(OC(C)C)=O)=NC(OC(C)C)=O, predict the reaction product. The product is: [C:1]([C:5]1[CH:14]=[CH:13][C:8]([C:9]([O:11][CH3:12])=[O:10])=[C:7]([O:15][CH:26]2[CH2:27][CH2:28][N:23]([C:16]([O:18][C:19]([CH3:22])([CH3:21])[CH3:20])=[O:17])[CH2:24][CH2:25]2)[CH:6]=1)([CH3:4])([CH3:2])[CH3:3]. (3) Given the reactants [C:1]([O:5][C:6]([N:8]1[CH2:13][CH2:12][C:11]([CH2:17][S:18]([C:21]2[CH:26]=[CH:25][C:24]([O:27][CH2:28][C:29]#[C:30][CH3:31])=[CH:23][CH:22]=2)(=O)=O)([C:14](O)=[O:15])[CH2:10][CH2:9]1)=[O:7])([CH3:4])([CH3:3])[CH3:2].[OH:32][N:33]1C2C=CC=CC=2N=N1.Cl.CN(C)CCCN=C=NCC.NO, predict the reaction product. The product is: [C:1]([O:5][C:6]([N:8]1[CH2:13][CH2:12][C:11]([CH2:17][S:18][C:21]2[CH:26]=[CH:25][C:24]([O:27][CH2:28][C:29]#[C:30][CH3:31])=[CH:23][CH:22]=2)([C:14]([NH:33][OH:32])=[O:15])[CH2:10][CH2:9]1)=[O:7])([CH3:4])([CH3:3])[CH3:2]. (4) Given the reactants [NH2:1][C:2]1[S:3][C:4]2[C:9]([N:10]=1)=[CH:8][CH:7]=[C:6]([O:11][C:12]1[CH:13]=[C:14]([NH:19][C:20](=[O:32])[C:21]3[CH:26]=[CH:25][CH:24]=[C:23]([C:27]([C:30]#[N:31])([CH3:29])[CH3:28])[CH:22]=3)[CH:15]=[CH:16][C:17]=1[CH3:18])[N:5]=2.[Cl:33][CH2:34][C:35](Cl)=[O:36].C(=O)([O-])O.[Na+].C(N(CC)CC)C.[OH:50][CH2:51][CH2:52][N:53]1[CH2:58][CH2:57][NH:56][CH2:55][CH2:54]1.[ClH:59].C(OCC)(=O)C, predict the reaction product. The product is: [ClH:33].[ClH:59].[ClH:33].[C:30]([C:27]([C:23]1[CH:22]=[C:21]([CH:26]=[CH:25][CH:24]=1)[C:20]([NH:19][C:14]1[CH:15]=[CH:16][C:17]([CH3:18])=[C:12]([O:11][C:6]2[N:5]=[C:4]3[S:3][C:2]([NH:1][C:35](=[O:36])[CH2:34][N:56]4[CH2:57][CH2:58][N:53]([CH2:52][CH2:51][OH:50])[CH2:54][CH2:55]4)=[N:10][C:9]3=[CH:8][CH:7]=2)[CH:13]=1)=[O:32])([CH3:29])[CH3:28])#[N:31]. (5) Given the reactants Br[CH:2]1[CH2:11][CH2:10][C:9]2[C:8]([O:12][CH2:13][C:14]([O:16]CC)=[O:15])=[CH:7][CH:6]=[CH:5][C:4]=2[C:3]1=O.[C:20]1([CH:26]([C:31]2[CH:36]=[CH:35][CH:34]=[CH:33][CH:32]=2)[NH:27][C:28]([NH2:30])=[S:29])[CH:25]=[CH:24][CH:23]=[CH:22][CH:21]=1.C(N(CC)CC)C.[OH-].[Na+], predict the reaction product. The product is: [C:20]1([CH:26]([NH:27][C:28]2[S:29][C:2]3[CH2:11][CH2:10][C:9]4[C:4](=[CH:5][CH:6]=[CH:7][C:8]=4[O:12][CH2:13][C:14]([OH:16])=[O:15])[C:3]=3[N:30]=2)[C:31]2[CH:32]=[CH:33][CH:34]=[CH:35][CH:36]=2)[CH:21]=[CH:22][CH:23]=[CH:24][CH:25]=1.